From a dataset of Catalyst prediction with 721,799 reactions and 888 catalyst types from USPTO. Predict which catalyst facilitates the given reaction. Reactant: [O:1]1[CH2:6][CH2:5][CH2:4][CH2:3][CH:2]1[O:7][CH2:8][CH2:9][N:10]1[CH:14]=[C:13](B2OC(C)(C)C(C)(C)O2)[CH:12]=[N:11]1.Cl[C:25]1[CH:26]=[C:27]([F:32])[C:28]([F:31])=[N:29][CH:30]=1.CC(C1C=C(C(C)C)C(C2C=CC=CC=2P(C2CCCCC2)C2CCCCC2)=C(C(C)C)C=1)C.P([O-])([O-])([O-])=O.[K+].[K+].[K+]. Product: [F:31][C:28]1[C:27]([F:32])=[CH:26][C:25]([C:13]2[CH:12]=[N:11][N:10]([CH2:9][CH2:8][O:7][CH:2]3[CH2:3][CH2:4][CH2:5][CH2:6][O:1]3)[CH:14]=2)=[CH:30][N:29]=1. The catalyst class is: 127.